From a dataset of Reaction yield outcomes from USPTO patents with 853,638 reactions. Predict the reaction yield, written as a fraction of the theoretical maximum amount of product (1.0 means a 100% yield; for example, 0.34 means a 34% yield). (1) The reactants are [CH3:1][O:2][C:3]([C:5]1[CH:6]=[N:7][C:8]([N:11]2[CH2:31][CH2:30][C:14]3[NH:15][C:16]4[CH:17]=[CH:18][C:19]([C:22]5[CH:27]=[CH:26][C:25]([CH:28]=[O:29])=[CH:24][CH:23]=5)=[CH:20][C:21]=4[C:13]=3[CH2:12]2)=[N:9][CH:10]=1)=[O:4].[BH4-].[Na+]. The catalyst is C(Cl)Cl. The product is [CH3:1][O:2][C:3]([C:5]1[CH:6]=[N:7][C:8]([N:11]2[CH2:31][CH2:30][C:14]3[NH:15][C:16]4[CH:17]=[CH:18][C:19]([C:22]5[CH:27]=[CH:26][C:25]([CH2:28][OH:29])=[CH:24][CH:23]=5)=[CH:20][C:21]=4[C:13]=3[CH2:12]2)=[N:9][CH:10]=1)=[O:4]. The yield is 0.332. (2) The reactants are CS(O)(=O)=O.[NH2:6][CH2:7][C:8]1[CH:9]=[C:10]2[C:14](=[CH:15][CH:16]=1)[C:13](=[O:17])[N:12]([CH:18]1[CH2:23][CH2:22][C:21](=[O:24])[NH:20][C:19]1=[O:25])[CH2:11]2.C1N=CN([C:31](N2C=NC=C2)=[O:32])C=1.[F:38][C:39]1[CH:44]=[C:43]([F:45])[CH:42]=[CH:41][C:40]=1[C:46]1[N:47]=[C:48]([NH2:51])[S:49][CH:50]=1.O. The product is [F:38][C:39]1[CH:44]=[C:43]([F:45])[CH:42]=[CH:41][C:40]=1[C:46]1[N:47]=[C:48]([NH:51][C:31]([NH:6][CH2:7][C:8]2[CH:9]=[C:10]3[C:14](=[CH:15][CH:16]=2)[C:13](=[O:17])[N:12]([CH:18]2[CH2:23][CH2:22][C:21](=[O:24])[NH:20][C:19]2=[O:25])[CH2:11]3)=[O:32])[S:49][CH:50]=1. The yield is 0.130. The catalyst is CN(C=O)C.C(OCC)(=O)C. (3) The reactants are C(OC([N:8]1[CH2:13][CH2:12][CH:11]([CH2:14][CH2:15][O:16][CH2:17][C:18]2[CH:23]=[CH:22][C:21]([Cl:24])=[CH:20][CH:19]=2)[CH2:10][CH2:9]1)=O)(C)(C)C.Cl.CCOCC. The catalyst is CO. The product is [Cl:24][C:21]1[CH:20]=[CH:19][C:18]([CH2:17][O:16][CH2:15][CH2:14][CH:11]2[CH2:12][CH2:13][NH:8][CH2:9][CH2:10]2)=[CH:23][CH:22]=1. The yield is 0.970.